This data is from Catalyst prediction with 721,799 reactions and 888 catalyst types from USPTO. The task is: Predict which catalyst facilitates the given reaction. (1) Reactant: [C@H:1]1([C:7]([OH:9])=[O:8])[CH2:6][CH2:5][CH:4]=[CH:3][CH2:2]1.[Br:10]N1C(=O)CCC1=O.[O-2].[Ca+2].O. Product: [Br:10][C@@H:4]1[C@@H:5]2[CH2:6][C@@H:1]([C:7](=[O:9])[O:8]2)[CH2:2][CH2:3]1. The catalyst class is: 4. (2) Reactant: [CH3:1]N(N=O)C(N[N+]([O-])=O)=N.C(OCC)C.[OH-].[Na+].[S:18]1[C:22]2[CH:23]=[C:24]([C:27]([OH:29])=[O:28])[CH:25]=[CH:26][C:21]=2[N:20]=[CH:19]1. Product: [CH3:1][O:28][C:27]([C:24]1[CH:25]=[CH:26][C:21]2[N:20]=[CH:19][S:18][C:22]=2[CH:23]=1)=[O:29]. The catalyst class is: 1. (3) Reactant: Br[C:2]1[C:6]2=[C:7]3[C:12](=[CH:13][CH:14]=[C:5]2[S:4][C:3]=1[C:15]([O:17][CH3:18])=[O:16])[N:11]=[CH:10][CH:9]=[CH:8]3.C(=O)([O-])[O-].[Cs+].[Cs+].[NH2:25][CH2:26][C@H:27]([NH:29][C:30](=[O:36])[O:31][C:32]([CH3:35])([CH3:34])[CH3:33])[CH3:28].C1C=CC(P(C2C(C3C(P(C4C=CC=CC=4)C4C=CC=CC=4)=CC=C4C=3C=CC=C4)=C3C(C=CC=C3)=CC=2)C2C=CC=CC=2)=CC=1. Product: [C:32]([O:31][C:30]([NH:29][C@H:27]([CH3:28])[CH2:26][NH:25][C:2]1[C:6]2=[C:7]3[C:12](=[CH:13][CH:14]=[C:5]2[S:4][C:3]=1[C:15]([O:17][CH3:18])=[O:16])[N:11]=[CH:10][CH:9]=[CH:8]3)=[O:36])([CH3:35])([CH3:34])[CH3:33]. The catalyst class is: 101. (4) Reactant: [C:1](Cl)(=[O:5])[C:2](Cl)=O.Cl.[CH:8]1([C@H:11]([NH:15][CH2:16][C:17]#[N:18])[CH2:12]OC)CC1.O1[CH2:24][CH2:23][O:22][CH2:21]C1. Product: [CH:11]1([N:15]2[CH:16]=[CH:17][N:18]=[C:2]([CH2:24][CH2:23][O:22][CH3:21])[C:1]2=[O:5])[CH2:8][CH2:12]1. The catalyst class is: 2.